From a dataset of Catalyst prediction with 721,799 reactions and 888 catalyst types from USPTO. Predict which catalyst facilitates the given reaction. (1) Reactant: [NH2:1][C@@H:2]([C@@H:5]([O:7][C:8]([CH3:11])([CH3:10])[CH3:9])[CH3:6])[CH2:3][OH:4].[F:12][C:13]1[N:18]=[C:17](F)[C:16]([F:20])=[CH:15][N:14]=1.CCN(C(C)C)C(C)C. Product: [C:8]([O:7][C@@H:5]([CH3:6])[C@H:2]([NH:1][C:15]1[C:16]([F:20])=[CH:17][N:18]=[C:13]([F:12])[N:14]=1)[CH2:3][OH:4])([CH3:10])([CH3:9])[CH3:11]. The catalyst class is: 10. (2) Reactant: Br[CH2:2][CH2:3][O:4][C:5]1[CH:10]=[CH:9][C:8]([C:11]2[N:12]([CH2:24][CH3:25])[C:13]3[C:18]([C:19]=2[C:20]#[N:21])=[CH:17][CH:16]=[C:15]([O:22][CH3:23])[CH:14]=3)=[CH:7][CH:6]=1.[NH:26]1[CH2:31][CH2:30][O:29][CH2:28][CH2:27]1. Product: [CH2:24]([N:12]1[C:13]2[C:18](=[CH:17][CH:16]=[C:15]([O:22][CH3:23])[CH:14]=2)[C:19]([C:20]#[N:21])=[C:11]1[C:8]1[CH:9]=[CH:10][C:5]([O:4][CH2:3][CH2:2][N:26]2[CH2:31][CH2:30][O:29][CH2:28][CH2:27]2)=[CH:6][CH:7]=1)[CH3:25]. The catalyst class is: 10. (3) Reactant: [CH3:1][C:2]1[CH:17]=[CH:16][C:5]([C:6]([N:8]([CH3:15])[C:9]2[CH:10]=[N:11][CH:12]=[CH:13][CH:14]=2)=[O:7])=[CH:4][C:3]=1[N+:18]([O-])=O.[Sn](Cl)Cl. Product: [NH2:18][C:3]1[CH:4]=[C:5]([CH:16]=[CH:17][C:2]=1[CH3:1])[C:6]([N:8]([CH3:15])[C:9]1[CH:10]=[N:11][CH:12]=[CH:13][CH:14]=1)=[O:7]. The catalyst class is: 8.